Dataset: Full USPTO retrosynthesis dataset with 1.9M reactions from patents (1976-2016). Task: Predict the reactants needed to synthesize the given product. (1) The reactants are: [CH3:1][N:2]1[CH:6]=[C:5]([C:7]2[CH:8]=[C:9]3[C:14](=[CH:15][CH:16]=2)[N:13]([C:17]2[C:21]4[CH2:22][N:23]([C:26](=[O:28])[CH3:27])[CH2:24][CH2:25][C:20]=4[NH:19][N:18]=2)[CH2:12][CH2:11][CH2:10]3)[CH:4]=[N:3]1.N1(C2CCCCCCCCCC2)CCCN=CCCCCC1.[S:51]1(=[O:57])(=[O:56])[CH:55]=[CH:54][CH2:53][CH2:52]1.O. Given the product [O:56]=[S:51]1(=[O:57])[CH2:55][CH2:54][CH:53]([N:19]2[C:20]3[CH2:25][CH2:24][N:23]([C:26](=[O:28])[CH3:27])[CH2:22][C:21]=3[C:17]([N:13]3[C:14]4[C:9](=[CH:8][C:7]([C:5]5[CH:4]=[N:3][N:2]([CH3:1])[CH:6]=5)=[CH:16][CH:15]=4)[CH2:10][CH2:11][CH2:12]3)=[N:18]2)[CH2:52]1, predict the reactants needed to synthesize it. (2) Given the product [CH2:1]([N:8]([CH3:27])[CH2:9][CH2:10][C:11]1[CH:26]=[CH:25][C:14]([O:15][C:16]2[CH:24]=[CH:23][C:19]([C:20]([NH2:22])=[O:21])=[CH:18][N:17]=2)=[CH:13][CH:12]=1)[C:2]1[CH:3]=[CH:4][CH:5]=[CH:6][CH:7]=1, predict the reactants needed to synthesize it. The reactants are: [CH2:1]([NH:8][CH2:9][CH2:10][C:11]1[CH:26]=[CH:25][C:14]([O:15][C:16]2[CH:24]=[CH:23][C:19]([C:20]([NH2:22])=[O:21])=[CH:18][N:17]=2)=[CH:13][CH:12]=1)[C:2]1[CH:7]=[CH:6][CH:5]=[CH:4][CH:3]=1.[CH3:27]C(O)=O.C=O.[BH-](OC(C)=O)(OC(C)=O)OC(C)=O.[Na+]. (3) Given the product [CH3:23][C:24]1[CH:32]=[CH:31][C:27]([C:28]([NH:1][C:2]2[CH:3]=[CH:4][C:5]([N:8]([CH2:16][CH2:17][N:18]3[CH:22]=[CH:21][CH:20]=[N:19]3)[C:9](=[O:15])[O:10][C:11]([CH3:13])([CH3:14])[CH3:12])=[N:6][CH:7]=2)=[O:29])=[C:26]([N:33]2[CH2:38][CH2:37][CH:36]([CH3:39])[CH2:35][CH2:34]2)[CH:25]=1, predict the reactants needed to synthesize it. The reactants are: [NH2:1][C:2]1[CH:3]=[CH:4][C:5]([N:8]([CH2:16][CH2:17][N:18]2[CH:22]=[CH:21][CH:20]=[N:19]2)[C:9](=[O:15])[O:10][C:11]([CH3:14])([CH3:13])[CH3:12])=[N:6][CH:7]=1.[CH3:23][C:24]1[CH:32]=[CH:31][C:27]([C:28](O)=[O:29])=[C:26]([N:33]2[CH2:38][CH2:37][CH:36]([CH3:39])[CH2:35][CH2:34]2)[CH:25]=1.ON1C2C=CC=CC=2N=N1.Cl.CN(C)CCCN=C=NCC. (4) Given the product [NH2:8][C:9]1[CH:17]=[C:16]2[C:12]([CH2:13][N:14]([CH2:19][C:20]([O:22][C@H:23]([C:34]3[CH:39]=[CH:38][C:37]([O:40][CH:41]([F:42])[F:43])=[C:36]([O:44][CH2:45][CH:46]4[CH2:47][CH2:48]4)[CH:35]=3)[CH2:24][C:25]3[C:26]([Cl:33])=[CH:27][N+:28]([O-:32])=[CH:29][C:30]=3[Cl:31])=[O:21])[C:15]2=[O:18])=[CH:11][CH:10]=1, predict the reactants needed to synthesize it. The reactants are: C(OC([NH:8][C:9]1[CH:17]=[C:16]2[C:12]([CH2:13][N:14]([CH2:19][C:20]([O:22][C@H:23]([C:34]3[CH:39]=[CH:38][C:37]([O:40][CH:41]([F:43])[F:42])=[C:36]([O:44][CH2:45][CH:46]4[CH2:48][CH2:47]4)[CH:35]=3)[CH2:24][C:25]3[C:30]([Cl:31])=[CH:29][N+:28]([O-:32])=[CH:27][C:26]=3[Cl:33])=[O:21])[C:15]2=[O:18])=[CH:11][CH:10]=1)=O)(C)(C)C.C(OCC)(=O)C. (5) Given the product [C:1]([O:5][C:6]([N:8]1[CH2:9][CH2:10][N:11]([S:14]([C:17]2[CH:18]=[CH:19][C:20]([NH:23][C:24](=[O:28])/[CH:25]=[CH:26]\[CH3:27])=[CH:21][CH:22]=2)(=[O:15])=[O:16])[CH2:12][CH2:13]1)=[O:7])([CH3:4])([CH3:3])[CH3:2], predict the reactants needed to synthesize it. The reactants are: [C:1]([O:5][C:6]([N:8]1[CH2:13][CH2:12][N:11]([S:14]([C:17]2[CH:22]=[CH:21][C:20]([NH:23][C:24](=[O:28])[C:25]#[C:26][CH3:27])=[CH:19][CH:18]=2)(=[O:16])=[O:15])[CH2:10][CH2:9]1)=[O:7])([CH3:4])([CH3:3])[CH3:2]. (6) Given the product [ClH:1].[CH2:36]([S:38]([C:41]1[N:42]=[CH:43][C:13]([N:11]2[CH2:10][CH2:9][C:8]3([CH2:7][CH2:6][N:5]([CH2:4][C@@H:3]([C:24]4[CH:33]=[CH:32][C:27]5[C:28](=[O:31])[O:29][CH2:30][C:26]=5[C:25]=4[CH3:34])[OH:2])[CH2:23][CH2:22]3)[CH2:12]2)=[N:17][CH:46]=1)(=[O:40])=[O:39])[CH3:37], predict the reactants needed to synthesize it. The reactants are: [ClH:1].[OH:2][C@H:3]([C:24]1[CH:33]=[CH:32][C:27]2[C:28](=[O:31])[O:29][CH2:30][C:26]=2[C:25]=1[CH3:34])[CH2:4][N:5]1[CH2:23][CH2:22][C:8]2([CH2:12][N:11]([C:13]3SC(S(C)(=O)=O)=N[N:17]=3)[CH2:10][CH2:9]2)[CH2:7][CH2:6]1.Cl.[CH2:36]([S:38]([C:41]1[N:42]=[CH:43]C(N2CCC3(CCNCC3)C2)=N[CH:46]=1)(=[O:40])=[O:39])[CH3:37].CC1C([C@@H]2CO2)=CC=C2C=1COC2=O. (7) The reactants are: Br[CH2:2][C:3]1[C:12]2[C:7](=[CH:8][CH:9]=[CH:10][CH:11]=2)[NH:6][C:5](=[O:13])[CH:4]=1.[O:14]1[CH:18]=[CH:17][CH:16]=[C:15]1[CH2:19][CH2:20][CH2:21][NH:22][C:23]1[CH:28]=[CH:27][CH:26]=[CH:25][CH:24]=1. Given the product [O:14]1[CH:18]=[CH:17][CH:16]=[C:15]1[CH2:19][CH2:20][CH2:21][N:22]([CH2:2][C:3]1[C:12]2[C:7](=[CH:8][CH:9]=[CH:10][CH:11]=2)[NH:6][C:5](=[O:13])[CH:4]=1)[C:23]1[CH:24]=[CH:25][CH:26]=[CH:27][CH:28]=1, predict the reactants needed to synthesize it.